This data is from Forward reaction prediction with 1.9M reactions from USPTO patents (1976-2016). The task is: Predict the product of the given reaction. (1) Given the reactants Br[C:2]1[CH:3]=[C:4]2[C:9](=[CH:10][CH:11]=1)[C:8](=[O:12])[NH:7][N:6]=[C:5]2[Cl:13].[N:14]1([C:19]2[CH:26]=[CH:25][CH:24]=[CH:23][C:20]=2[CH2:21][NH2:22])[CH:18]=[CH:17][CH:16]=[CH:15]1.C1C=CC(P(C2C(C3C(P(C4C=CC=CC=4)C4C=CC=CC=4)=CC=C4C=3C=CC=C4)=C3C(C=CC=C3)=CC=2)C2C=CC=CC=2)=CC=1.CC([O-])(C)C.[Na+], predict the reaction product. The product is: [Cl:13][C:5]1[C:4]2[C:9](=[CH:10][CH:11]=[C:2]([NH:22][CH2:21][C:20]3[CH:23]=[CH:24][CH:25]=[CH:26][C:19]=3[N:14]3[CH:18]=[CH:17][CH:16]=[CH:15]3)[CH:3]=2)[C:8](=[O:12])[NH:7][N:6]=1. (2) The product is: [CH3:1][C:2]1[CH:10]=[CH:9][C:8]2[N:7]([CH2:30][CH2:29][C:26]3[CH:25]=[N:24][C:23]([CH3:22])=[CH:28][CH:27]=3)[C:6]3[CH2:11][CH2:12][N:13]([C:15]4[CH:20]=[CH:19][C:18]([CH3:21])=[CH:17][CH:16]=4)[CH2:14][C:5]=3[C:4]=2[CH:3]=1. Given the reactants [CH3:1][C:2]1[CH:10]=[CH:9][C:8]2[NH:7][C:6]3[CH2:11][CH2:12][N:13]([C:15]4[CH:20]=[CH:19][C:18]([CH3:21])=[CH:17][CH:16]=4)[CH2:14][C:5]=3[C:4]=2[CH:3]=1.[CH3:22][C:23]1[CH:28]=[CH:27][C:26]([CH:29]=[CH2:30])=[CH:25][N:24]=1.[OH-].[K+], predict the reaction product. (3) Given the reactants [Cl:1][C:2]1[CH:3]=[C:4]([CH2:9][N:10]([CH3:17])[C:11]2[CH2:15][O:14][C:13](=[O:16])[CH:12]=2)[CH:5]=[N:6][C:7]=1Cl.C(#N)CC.Cl[Si](C)(C)C.[I-:27].[Na+], predict the reaction product. The product is: [Cl:1][C:2]1[CH:3]=[C:4]([CH2:9][N:10]([CH3:17])[C:11]2[CH2:15][O:14][C:13](=[O:16])[CH:12]=2)[CH:5]=[N:6][C:7]=1[I:27]. (4) Given the reactants [CH2:1]([O:3][C:4](=[O:18])[NH:5][C:6](=[O:17])/[C:7](/[C:15]#[N:16])=[CH:8]\[C:9]1[CH:14]=[CH:13][CH:12]=[CH:11][CH:10]=1)C, predict the reaction product. The product is: [CH3:1][O:3][C:4](=[O:18])[NH:5][C:6](=[O:17])/[C:7](/[C:15]#[N:16])=[CH:8]\[C:9]1[CH:14]=[CH:13][CH:12]=[CH:11][CH:10]=1. (5) Given the reactants [C:1]1([C:7]([C:14]2[CH:19]=[CH:18][C:17]([C:20]([F:23])([F:22])[F:21])=[CH:16][CH:15]=2)=[C:8]2[CH2:13][CH2:12][NH:11][CH2:10][CH2:9]2)[CH:6]=[CH:5][CH:4]=[CH:3][CH:2]=1, predict the reaction product. The product is: [C:1]1([CH:7]([C:14]2[CH:15]=[CH:16][C:17]([C:20]([F:23])([F:21])[F:22])=[CH:18][CH:19]=2)[CH:8]2[CH2:9][CH2:10][NH:11][CH2:12][CH2:13]2)[CH:2]=[CH:3][CH:4]=[CH:5][CH:6]=1. (6) Given the reactants [NH:1]1[C:9]2[C:4](=[CH:5][CH:6]=[CH:7][C:8]=2[CH2:10][CH2:11][C:12]2[CH:21]=[CH:20][C:15]([C:16]([O:18][CH3:19])=[O:17])=[CH:14][CH:13]=2)[CH2:3][CH2:2]1.[F:22]C1C=C2C(=C(I)C=1)NCC2.C(C1C=CC(C(OC)=O)=CC=1)=C, predict the reaction product. The product is: [F:22][C:6]1[CH:5]=[C:4]2[C:9](=[C:8]([CH2:10][CH2:11][C:12]3[CH:21]=[CH:20][C:15]([C:16]([O:18][CH3:19])=[O:17])=[CH:14][CH:13]=3)[CH:7]=1)[NH:1][CH2:2][CH2:3]2. (7) Given the reactants CO[C:3]1[CH:8]=[CH:7][C:6]([C:9](=O)[CH2:10][C:11]#[N:12])=[CH:5][CH:4]=1.[OH2:14].[NH2:15][NH2:16].[CH2:17](O)C, predict the reaction product. The product is: [NH2:12][C:11]1[NH:16][N:15]=[C:9]([C:6]2[CH:7]=[CH:8][C:3]([O:14][CH3:17])=[CH:4][CH:5]=2)[CH:10]=1. (8) Given the reactants [CH2:1]1[CH2:6][C@H:5]([C:7]([OH:9])=[O:8])[CH2:4][CH2:3][C@H:2]1[CH2:10][NH2:11].[C:12]([O:17][CH:18]([O:20][C:21](ON1C(=O)CCC1=O)=[O:22])[CH3:19])(=[O:16])[CH2:13][CH2:14][CH3:15], predict the reaction product. The product is: [C:12]([O:17][CH:18]([O:20][C:21]([NH:11][CH2:10][C@H:2]1[CH2:3][CH2:4][C@H:5]([C:7]([OH:9])=[O:8])[CH2:6][CH2:1]1)=[O:22])[CH3:19])(=[O:16])[CH2:13][CH2:14][CH3:15].